Dataset: Forward reaction prediction with 1.9M reactions from USPTO patents (1976-2016). Task: Predict the product of the given reaction. (1) Given the reactants [NH2:1][C:2]1[C:11]([C:12]2[S:13][C:14]3[CH:20]=[CH:19][C:18]([NH2:21])=[CH:17][C:15]=3[CH:16]=2)=[CH:10][C:5]([C:6]([O:8][CH3:9])=[O:7])=[CH:4][N:3]=1.[F:22][C:23]1[CH:28]=[CH:27][C:26]([C:29]([F:32])([F:31])[F:30])=[CH:25][C:24]=1[N:33]=[C:34]=[O:35], predict the reaction product. The product is: [NH2:1][C:2]1[C:11]([C:12]2[S:13][C:14]3[CH:20]=[CH:19][C:18]([NH:21][C:34]([NH:33][C:24]4[CH:25]=[C:26]([C:29]([F:30])([F:32])[F:31])[CH:27]=[CH:28][C:23]=4[F:22])=[O:35])=[CH:17][C:15]=3[CH:16]=2)=[CH:10][C:5]([C:6]([O:8][CH3:9])=[O:7])=[CH:4][N:3]=1. (2) The product is: [NH2:52][C@@H:18]([CH3:21])[CH2:19][N:12]1[CH:13]=[CH:14][C:10]([C:8]2[CH:7]=[CH:6][C:3]([C:4]#[N:5])=[C:2]([Cl:1])[CH:9]=2)=[N:11]1. Given the reactants [Cl:1][C:2]1[CH:9]=[C:8]([C:10]2[CH:14]=[CH:13][NH:12][N:11]=2)[CH:7]=[CH:6][C:3]=1[C:4]#[N:5].C(=O)(O[C@@H:18]([CH2:21]C(C)(C)C)[CH2:19]O)N.C1(P(C2C=CC=CC=2)C2C=CC=CC=2)C=CC=CC=1.CC(OC(/[N:52]=N/C(OC(C)C)=O)=O)C, predict the reaction product.